This data is from Peptide-MHC class II binding affinity with 134,281 pairs from IEDB. The task is: Regression. Given a peptide amino acid sequence and an MHC pseudo amino acid sequence, predict their binding affinity value. This is MHC class II binding data. (1) The peptide sequence is STLQEQIGWMTNNPPIPV. The MHC is DRB1_0301 with pseudo-sequence DRB1_0301. The binding affinity (normalized) is 0. (2) The peptide sequence is QPPSLPITVYYAVLERACRSVLLNAPSEAPQIVR. The MHC is DRB1_0701 with pseudo-sequence DRB1_0701. The binding affinity (normalized) is 0.524. (3) The peptide sequence is ELQVIEKVDAAFKVA. The MHC is DRB3_0101 with pseudo-sequence DRB3_0101. The binding affinity (normalized) is 0.693. (4) The peptide sequence is AAATTGTTVYGAFAA. The MHC is HLA-DQA10501-DQB10301 with pseudo-sequence HLA-DQA10501-DQB10301. The binding affinity (normalized) is 0.501. (5) The peptide sequence is AAAMAGTTVYGAFAA. The MHC is HLA-DPA10103-DPB10601 with pseudo-sequence HLA-DPA10103-DPB10601. The binding affinity (normalized) is 0.128. (6) The peptide sequence is VIPEGWKADTAYESK. The MHC is HLA-DQA10102-DQB10602 with pseudo-sequence HLA-DQA10102-DQB10602. The binding affinity (normalized) is 0.208. (7) The peptide sequence is AAIHEMFVNTLVASS. The MHC is HLA-DPA10201-DPB11401 with pseudo-sequence HLA-DPA10201-DPB11401. The binding affinity (normalized) is 0.190.